Dataset: Forward reaction prediction with 1.9M reactions from USPTO patents (1976-2016). Task: Predict the product of the given reaction. (1) Given the reactants COC1C=CC(C[CH:8]([CH2:12][C:13]2[CH:18]=[CH:17][C:16]([O:19][C:20](=[O:36])[C@H:21]([CH:33]([CH3:35])[CH3:34])[NH:22][C:23]([O:25][CH2:26][C:27]3[CH:32]=[CH:31][CH:30]=[CH:29][CH:28]=3)=[O:24])=[C:15]([O:37][C:38](=[O:54])[C@H:39]([CH:51]([CH3:53])[CH3:52])[NH:40][C:41]([O:43][CH2:44][C:45]3[CH:50]=[CH:49][CH:48]=[CH:47][CH:46]=3)=[O:42])[CH:14]=2)[C:9]([O-:11])=[O:10])=CC=1.C(O)(C(F)(F)F)=O, predict the reaction product. The product is: [C:41]([NH:40][C@H:39]([C:38]([O:37][C:15]1[CH:14]=[C:13]([CH:18]=[CH:17][C:16]=1[O:19][C:20](=[O:36])[C@H:21]([CH:33]([CH3:35])[CH3:34])[NH:22][C:23]([O:25][CH2:26][C:27]1[CH:32]=[CH:31][CH:30]=[CH:29][CH:28]=1)=[O:24])[CH2:12][CH2:8][C:9]([OH:11])=[O:10])=[O:54])[CH:51]([CH3:52])[CH3:53])([O:43][CH2:44][C:45]1[CH:46]=[CH:47][CH:48]=[CH:49][CH:50]=1)=[O:42]. (2) Given the reactants [CH:1]([O:4][C:5]1[CH:10]=[CH:9][C:8]([C:11](=O)[CH2:12][C:13]#[N:14])=[CH:7][CH:6]=1)([CH3:3])[CH3:2].NC1C=C[NH:19][N:18]=1, predict the reaction product. The product is: [CH:1]([O:4][C:5]1[CH:10]=[CH:9][C:8]([C:11]2[CH:12]=[C:13]([NH2:14])[NH:18][N:19]=2)=[CH:7][CH:6]=1)([CH3:3])[CH3:2].